Task: Predict the reaction yield, written as a fraction of the theoretical maximum amount of product (1.0 means a 100% yield; for example, 0.34 means a 34% yield).. Dataset: Reaction yield outcomes from USPTO patents with 853,638 reactions (1) The reactants are [N:1]1[C:10]2[C:5](=[CH:6][CH:7]=[CH:8][CH:9]=2)[C:4]([N:11]2[CH2:17][C:16]3[CH:18]=[C:19]([C:22]4[CH:23]=[CH:24][C:25]5[N:29]=[C:28]([NH:30][C:31](=O)OC)[NH:27][C:26]=5[CH:35]=4)[CH:20]=[CH:21][C:15]=3[O:14][CH2:13][CH2:12]2)=[CH:3][CH:2]=1.F[P-](F)(F)(F)(F)F.Cl[C:44](N(C)C)=[N+](C)C.CN1CCOCC1. The catalyst is CN(C)C=O.C(OCC)(=O)C. The product is [CH3:44][N:30]([CH3:31])[C:28]1[NH:27][C:26]2[CH:35]=[C:22]([C:19]3[CH:20]=[CH:21][C:15]4[O:14][CH2:13][CH2:12][N:11]([C:4]5[C:5]6[C:10](=[CH:9][CH:8]=[CH:7][CH:6]=6)[N:1]=[CH:2][CH:3]=5)[CH2:17][C:16]=4[CH:18]=3)[CH:23]=[CH:24][C:25]=2[N:29]=1. The yield is 0.480. (2) The reactants are OC(C(F)(F)F)=O.[OH:8][C@H:9]1[C@H:14]([N:15]2[CH2:19][CH2:18][CH2:17][C:16]2=[O:20])[CH2:13][CH2:12][NH:11][CH2:10]1.CCN(C(C)C)C(C)C.[Cl:30][C:31]1[N:35]2[CH:36]=[C:37]([CH:44]3[CH2:46][CH2:45]3)[CH:38]=[C:39]([C:40]([F:43])([F:42])[F:41])[C:34]2=[N:33][C:32]=1[C:47](O)=[O:48].CN(C(ON1N=NC2C=CC=NC1=2)=[N+](C)C)C.F[P-](F)(F)(F)(F)F. The catalyst is CN(C=O)C.CCOC(C)=O. The product is [Cl:30][C:31]1[N:35]2[CH:36]=[C:37]([CH:44]3[CH2:46][CH2:45]3)[CH:38]=[C:39]([C:40]([F:42])([F:41])[F:43])[C:34]2=[N:33][C:32]=1[C:47]([N:11]1[CH2:12][CH2:13][C@@H:14]([N:15]2[CH2:19][CH2:18][CH2:17][C:16]2=[O:20])[C@H:9]([OH:8])[CH2:10]1)=[O:48]. The yield is 0.520.